This data is from Forward reaction prediction with 1.9M reactions from USPTO patents (1976-2016). The task is: Predict the product of the given reaction. (1) Given the reactants [OH:1][C:2]1[C:3]2[N:13]([C:14]3[CH:19]=[CH:18][C:17](B4OC(C)(C)C(C)(C)O4)=[CH:16][CH:15]=3)[CH:12]=[CH:11][C:4]=2[NH:5][C:6](=[O:10])[C:7]=1[C:8]#[N:9].Br[C:30]1[CH:34]=[CH:33][S:32][CH:31]=1.C(=O)([O-])[O-].[Cs+].[Cs+].O1CCOCC1, predict the reaction product. The product is: [OH:1][C:2]1[C:3]2[N:13]([C:14]3[CH:15]=[CH:16][C:17]([C:30]4[CH:34]=[CH:33][S:32][CH:31]=4)=[CH:18][CH:19]=3)[CH:12]=[CH:11][C:4]=2[NH:5][C:6](=[O:10])[C:7]=1[C:8]#[N:9]. (2) The product is: [CH3:27][C:28]1([C:29]([O:31][CH3:37])=[O:30])[O:1][CH2:2][CH:3]([CH2:4][C:5]2[CH:23]=[CH:22][CH:21]=[C:7]([CH2:8][C:9]3[N:10]=[C:11]([C:15]4[CH:20]=[CH:19][CH:18]=[CH:17][CH:16]=4)[O:12][C:13]=3[CH3:14])[CH:6]=2)[CH2:24][O:25]1. Given the reactants [OH:1][CH2:2][CH:3]([CH2:24][OH:25])[CH2:4][C:5]1[CH:6]=[C:7]([CH:21]=[CH:22][CH:23]=1)[CH2:8][C:9]1[N:10]=[C:11]([C:15]2[CH:20]=[CH:19][CH:18]=[CH:17][CH:16]=2)[O:12][C:13]=1[CH3:14].C[CH2:27][C:28](=O)[C:29]([O-:31])=[O:30].B(F)(F)F.[CH3:37]COCC.C(=O)([O-])O.[Na+], predict the reaction product. (3) Given the reactants [F:1][C:2]1[CH:7]=[CH:6][CH:5]=[CH:4][C:3]=1[N:8]1[CH2:13][CH2:12][N:11]([CH2:14][CH2:15][NH2:16])[CH2:10][CH2:9]1.[C:17]([N:21]1[C:25]([CH:26]=O)=[CH:24][C:23]([CH2:28][CH:29]([CH3:31])[CH3:30])=[N:22]1)([CH3:20])([CH3:19])[CH3:18], predict the reaction product. The product is: [C:17]([N:21]1[C:25]([CH2:26][NH:16][CH2:15][CH2:14][N:11]2[CH2:10][CH2:9][N:8]([C:3]3[CH:4]=[CH:5][CH:6]=[CH:7][C:2]=3[F:1])[CH2:13][CH2:12]2)=[CH:24][C:23]([CH2:28][CH:29]([CH3:31])[CH3:30])=[N:22]1)([CH3:20])([CH3:19])[CH3:18]. (4) Given the reactants Br[C:2]1[C:7]([CH:8]2[N:13]3[C:14](=[O:20])[NH:15][C:16]4=[CH:17][CH:18]=[CH:19][C:11](=[C:12]34)[O:10][CH2:9]2)=[CH:6][CH:5]=[CH:4][N:3]=1.[CH3:21][N:22](C)C=O, predict the reaction product. The product is: [O:20]=[C:14]1[N:13]2[CH:8]([C:7]3[C:2]([C:21]#[N:22])=[N:3][CH:4]=[CH:5][CH:6]=3)[CH2:9][O:10][C:11]3=[C:12]2[C:16](=[CH:17][CH:18]=[CH:19]3)[NH:15]1. (5) Given the reactants [Br:1][C:2]1[CH:3]=[C:4]([CH:13]=[CH:14][CH:15]=1)[C:5]([C:7]1[CH:12]=[CH:11][CH:10]=[CH:9][CH:8]=1)=[O:6].[C:16]1([Mg]Br)[CH:21]=[CH:20][CH:19]=[CH:18][CH:17]=1.Cl, predict the reaction product. The product is: [Br:1][C:2]1[CH:3]=[C:4]([C:5]([C:16]2[CH:21]=[CH:20][CH:19]=[CH:18][CH:17]=2)([C:7]2[CH:12]=[CH:11][CH:10]=[CH:9][CH:8]=2)[OH:6])[CH:13]=[CH:14][CH:15]=1. (6) Given the reactants [NH2:1][C:2]1[N:3]([C:14]([O:16][C:17]([CH3:20])([CH3:19])[CH3:18])=[O:15])[CH:4]=[C:5]([CH2:7][CH2:8][CH2:9][CH2:10][CH2:11][C:12]#[CH:13])[N:6]=1.[N:21]([CH2:24][CH2:25][NH:26][C:27](=[O:41])[CH2:28][CH2:29][CH2:30][CH2:31][CH2:32][CH2:33][CH2:34][CH2:35][CH2:36][CH2:37][CH2:38][CH2:39][CH3:40])=[N+:22]=[N-:23], predict the reaction product. The product is: [NH2:1][C:2]1[N:3]([C:14]([O:16][C:17]([CH3:20])([CH3:19])[CH3:18])=[O:15])[CH:4]=[C:5]([CH2:7][CH2:8][CH2:9][CH2:10][CH2:11][C:12]2[N:23]=[N:22][N:21]([CH2:24][CH2:25][NH:26][C:27](=[O:41])[CH2:28][CH2:29][CH2:30][CH2:31][CH2:32][CH2:33][CH2:34][CH2:35][CH2:36][CH2:37][CH2:38][CH2:39][CH3:40])[CH:13]=2)[N:6]=1. (7) Given the reactants [H-].[Na+].[NH:3]1[CH:7]=[CH:6][N:5]=[C:4]1[C:8]1[CH:13]=[CH:12][N:11]=[CH:10][CH:9]=1.[Br:14][C:15]1[N:16]=[C:17](Br)[C:18]2[N:19]([CH:21]=[CH:22][N:23]=2)[CH:20]=1.O, predict the reaction product. The product is: [Br:14][C:15]1[N:16]=[C:17]([N:3]2[CH:7]=[CH:6][N:5]=[C:4]2[C:8]2[CH:13]=[CH:12][N:11]=[CH:10][CH:9]=2)[C:18]2[N:19]([CH:21]=[CH:22][N:23]=2)[CH:20]=1.